From a dataset of Peptide-MHC class I binding affinity with 185,985 pairs from IEDB/IMGT. Regression. Given a peptide amino acid sequence and an MHC pseudo amino acid sequence, predict their binding affinity value. This is MHC class I binding data. The peptide sequence is NTCDGNTFTY. The MHC is HLA-A26:01 with pseudo-sequence HLA-A26:01. The binding affinity (normalized) is 0.